From a dataset of Forward reaction prediction with 1.9M reactions from USPTO patents (1976-2016). Predict the product of the given reaction. Given the reactants [NH2:1][C:2]([CH3:38])([CH3:37])[CH2:3][NH:4][C:5]([C:7]1[N:8]=[C:9]([C:29]2[C:34]([Cl:35])=[CH:33][CH:32]=[CH:31][C:30]=2[Cl:36])[N:10]([C:12]2[CH:17]=[CH:16][C:15]([C:18]3[CH:23]=[CH:22][CH:21]=[C:20]([S:24]([CH3:27])(=[O:26])=[O:25])[CH:19]=3)=[CH:14][C:13]=2[Cl:28])[CH:11]=1)=O.O=P(Cl)(Cl)Cl.O1CCOCC1.[OH-].[Na+], predict the reaction product. The product is: [Cl:28][C:13]1[CH:14]=[C:15]([C:18]2[CH:23]=[CH:22][CH:21]=[C:20]([S:24]([CH3:27])(=[O:26])=[O:25])[CH:19]=2)[CH:16]=[CH:17][C:12]=1[N:10]1[CH:11]=[C:7]([C:5]2[NH:1][C:2]([CH3:38])([CH3:37])[CH2:3][N:4]=2)[N:8]=[C:9]1[C:29]1[C:34]([Cl:35])=[CH:33][CH:32]=[CH:31][C:30]=1[Cl:36].